From a dataset of Full USPTO retrosynthesis dataset with 1.9M reactions from patents (1976-2016). Predict the reactants needed to synthesize the given product. (1) Given the product [C:1]([O:5][C:6]([NH:8][C@@H:9]([CH2:13][NH:14][S:22]([C:19]1[CH:20]=[CH:21][C:16]([Br:15])=[CH:17][CH:18]=1)(=[O:24])=[O:23])[C:10]([OH:12])=[O:11])=[O:7])([CH3:4])([CH3:3])[CH3:2], predict the reactants needed to synthesize it. The reactants are: [C:1]([O:5][C:6]([NH:8][C@H:9]1[CH2:13][O:12][C:10]1=[O:11])=[O:7])([CH3:4])([CH3:3])[CH3:2].[NH3:14].[Br:15][C:16]1[CH:21]=[CH:20][C:19]([S:22](Cl)(=[O:24])=[O:23])=[CH:18][CH:17]=1.C([O-])([O-])=O.[Na+].[Na+].Cl. (2) Given the product [NH2:8][C:9]1[CH:10]=[CH:11][C:12]([CH3:28])=[C:13]([C:15]2[CH:20]=[CH:19][C:18]([C:21]([NH:23][CH2:24][CH:25]3[CH2:27][CH2:26]3)=[O:22])=[CH:17][CH:16]=2)[CH:14]=1, predict the reactants needed to synthesize it. The reactants are: C(OC([NH:8][C:9]1[CH:10]=[CH:11][C:12]([CH3:28])=[C:13]([C:15]2[CH:20]=[CH:19][C:18]([C:21]([NH:23][CH2:24][CH:25]3[CH2:27][CH2:26]3)=[O:22])=[CH:17][CH:16]=2)[CH:14]=1)=O)(C)(C)C.[NH2:8][C:9]1[CH:10]=[CH:11][C:12]([CH3:28])=[C:13]([C:15]2[CH:20]=[CH:19][C:18]([C:21]([NH:23][CH2:24][CH:25]3[CH2:27][CH2:26]3)=[O:22])=[CH:17][CH:16]=2)[CH:14]=1.FC(F)(F)C(O)=O. (3) The reactants are: [C:1]([C:3]1[CH:4]=[C:5]2[C:9](=[CH:10][CH:11]=1)[N:8]([CH2:12][CH:13]1[CH2:18][CH2:17][N:16]([S:19]([C:22]3[CH:27]=[CH:26][CH:25]=[CH:24][CH:23]=3)(=[O:21])=[O:20])[CH2:15][CH2:14]1)[CH:7]=[CH:6]2)#[CH:2].BrC1C=C2C(=CC=1)N(CC1CCN(S(C3C=CC=CC=3)(=O)=O)CC1)C=C2.C1(P(C2C=CC=CC=2)C2C=CC=CC=2)C=CC=CC=1.[C:73]([Si:75](C)([CH3:77])[CH3:76])#C. Given the product [C:22]1([S:19]([N:16]2[CH2:17][CH2:18][CH:13]([CH2:12][N:8]3[C:9]4[C:5](=[CH:4][C:3]([C:1]#[C:2][Si:75]([CH3:77])([CH3:76])[CH3:73])=[CH:11][CH:10]=4)[CH:6]=[CH:7]3)[CH2:14][CH2:15]2)(=[O:21])=[O:20])[CH:23]=[CH:24][CH:25]=[CH:26][CH:27]=1, predict the reactants needed to synthesize it. (4) Given the product [C:1]([O:5][C:6](=[O:14])[NH:7][C:8]1[CH:13]=[CH:12][N:11]=[CH:10][C:9]=1[Sn:24]([CH2:25][CH2:26][CH2:27][CH3:28])([CH2:29][CH2:30][CH2:31][CH3:32])[CH2:20][CH2:21][CH2:22][CH3:23])([CH3:4])([CH3:2])[CH3:3], predict the reactants needed to synthesize it. The reactants are: [C:1]([O:5][C:6](=[O:14])[NH:7][C:8]1[CH:13]=[CH:12][N:11]=[CH:10][CH:9]=1)([CH3:4])([CH3:3])[CH3:2].C([Li])(C)(C)C.[CH2:20]([Sn:24](Cl)([CH2:29][CH2:30][CH2:31][CH3:32])[CH2:25][CH2:26][CH2:27][CH3:28])[CH2:21][CH2:22][CH3:23].[Cl-].[NH4+]. (5) Given the product [CH3:9][NH:10][CH2:1][C:2]1[CH:7]=[CH:6][CH:5]=[CH:4][CH:3]=1, predict the reactants needed to synthesize it. The reactants are: [CH:1](=O)[C:2]1[CH:7]=[CH:6][CH:5]=[CH:4][CH:3]=1.[CH3:9][NH2:10].[BH4-].[Na+].